This data is from NCI-60 drug combinations with 297,098 pairs across 59 cell lines. The task is: Regression. Given two drug SMILES strings and cell line genomic features, predict the synergy score measuring deviation from expected non-interaction effect. (1) Drug 1: CC(C1=C(C=CC(=C1Cl)F)Cl)OC2=C(N=CC(=C2)C3=CN(N=C3)C4CCNCC4)N. Drug 2: CC1=C(C=C(C=C1)C(=O)NC2=CC(=CC(=C2)C(F)(F)F)N3C=C(N=C3)C)NC4=NC=CC(=N4)C5=CN=CC=C5. Cell line: HOP-92. Synergy scores: CSS=8.82, Synergy_ZIP=-2.72, Synergy_Bliss=0.998, Synergy_Loewe=1.11, Synergy_HSA=0.739. (2) Cell line: UACC-257. Synergy scores: CSS=-1.94, Synergy_ZIP=-1.76, Synergy_Bliss=-5.02, Synergy_Loewe=-8.92, Synergy_HSA=-6.31. Drug 2: CC1=C(C(CCC1)(C)C)C=CC(=CC=CC(=CC(=O)O)C)C. Drug 1: CC1OCC2C(O1)C(C(C(O2)OC3C4COC(=O)C4C(C5=CC6=C(C=C35)OCO6)C7=CC(=C(C(=C7)OC)O)OC)O)O.